From a dataset of Full USPTO retrosynthesis dataset with 1.9M reactions from patents (1976-2016). Predict the reactants needed to synthesize the given product. (1) Given the product [ClH:31].[Br:1][C:2]1[N:3]=[C:4]([C:25]2[N:26]([CH3:30])[N:27]=[CH:28][N:29]=2)[S:5][C:6]=1[C:7]1[C:8]([CH3:24])=[N:9][N:10]2[C:15]([CH:16]([CH2:20][CH2:21][CH3:22])[CH2:17][CH2:18][CH3:19])=[CH:14][C:13]([CH3:23])=[N:12][C:11]=12, predict the reactants needed to synthesize it. The reactants are: [Br:1][C:2]1[N:3]=[C:4]([C:25]2[N:26]([CH3:30])[N:27]=[CH:28][N:29]=2)[S:5][C:6]=1[C:7]1[C:8]([CH3:24])=[N:9][N:10]2[C:15]([CH:16]([CH2:20][CH2:21][CH3:22])[CH2:17][CH2:18][CH3:19])=[CH:14][C:13]([CH3:23])=[N:12][C:11]=12.[ClH:31].C(OCC)C. (2) The reactants are: [CH2:1]([C:3]([C:21]1[CH:26]=[CH:25][C:24]([OH:27])=[C:23]([CH3:28])[CH:22]=1)([C:6]1[CH:11]=[CH:10][C:9]([CH2:12][CH2:13][CH:14]([OH:19])[C:15]([CH3:18])([CH3:17])[CH3:16])=[C:8]([CH3:20])[CH:7]=1)[CH2:4][CH3:5])[CH3:2].C([O-])([O-])=O.[K+].[K+].[CH2:35]([O:37][C:38](=[O:45])[CH2:39][CH2:40][CH2:41][CH2:42][CH2:43]Br)[CH3:36].O. Given the product [CH2:35]([O:37][C:38](=[O:45])[CH2:39][CH2:40][CH2:41][CH2:42][CH2:43][O:27][C:24]1[CH:25]=[CH:26][C:21]([C:3]([CH2:4][CH3:5])([C:6]2[CH:11]=[CH:10][C:9]([CH2:12][CH2:13][CH:14]([OH:19])[C:15]([CH3:17])([CH3:18])[CH3:16])=[C:8]([CH3:20])[CH:7]=2)[CH2:1][CH3:2])=[CH:22][C:23]=1[CH3:28])[CH3:36], predict the reactants needed to synthesize it.